From a dataset of Forward reaction prediction with 1.9M reactions from USPTO patents (1976-2016). Predict the product of the given reaction. (1) The product is: [CH:20]1([N:11]2[C:12](=[O:19])[C:13]([C:14]([NH:31][CH2:53][C:51]([OH:50])=[O:52])=[O:16])=[C:4]([OH:26])[C:5]([C:6]([CH3:9])([CH3:8])[CH3:7])=[N:10]2)[CH2:21][CH2:22][CH2:23][CH2:24][CH2:25]1. Given the reactants C(O[C:4](=[O:26])[C:5](=[N:10][N:11]([CH:20]1[CH2:25][CH2:24][CH2:23][CH2:22][CH2:21]1)[C:12](=[O:19])[CH2:13][C:14]([O:16]CC)=O)[C:6]([CH3:9])([CH3:8])[CH3:7])C.C1CCN2C(=[N:31]CCC2)CC1.C(C(C(Cl)=O)C(Cl)=O)C.Cl.CC[O:50][C:51]([CH3:53])=[O:52], predict the reaction product. (2) The product is: [CH3:18][S:19]([O:8][CH2:7][C:4]1[N:5]=[CH:6][N:2]([CH3:1])[N:3]=1)(=[O:21])=[O:20]. Given the reactants [CH3:1][N:2]1[CH:6]=[N:5][C:4]([CH2:7][OH:8])=[N:3]1.CCN(C(C)C)C(C)C.[CH3:18][S:19](Cl)(=[O:21])=[O:20], predict the reaction product. (3) The product is: [Br:8][C:7]1[C:2]([NH:23][C:21]2[CH:22]=[C:18]([CH:15]3[CH2:17][CH2:16]3)[NH:19][N:20]=2)=[N:3][C:4]([C:9]2[CH:14]=[CH:13][CH:12]=[CH:11][CH:10]=2)=[N:5][CH:6]=1. Given the reactants Br[C:2]1[C:7]([Br:8])=[CH:6][N:5]=[C:4]([C:9]2[CH:14]=[CH:13][CH:12]=[CH:11][CH:10]=2)[N:3]=1.[CH:15]1([C:18]2[CH:22]=[C:21]([NH2:23])[NH:20][N:19]=2)[CH2:17][CH2:16]1, predict the reaction product. (4) Given the reactants Cl.[F:2][C:3]([F:30])([F:29])[C:4]1[CH:5]=[C:6]([C@H:14]([O:16][C@H:17]2[CH2:22][CH2:21][NH:20][CH2:19][C@H:18]2[C:23]2[CH:28]=[CH:27][CH:26]=[CH:25][CH:24]=2)[CH3:15])[CH:7]=[C:8]([C:10]([F:13])([F:12])[F:11])[CH:9]=1.[C:31]([O:35][C:36]([NH:38][C@H:39]1[CH2:44][CH2:43][C@H:42]([C:45](O)=[O:46])[CH2:41][CH2:40]1)=[O:37])([CH3:34])([CH3:33])[CH3:32].CCN=C=NCCCN(C)C.Cl.C1C=CC2N(O)N=NC=2C=1.CCN(C(C)C)C(C)C, predict the reaction product. The product is: [F:12][C:10]([F:13])([F:11])[C:8]1[CH:7]=[C:6]([C@H:14]([O:16][C@H:17]2[CH2:22][CH2:21][N:20]([C:45]([C@H:42]3[CH2:41][CH2:40][C@H:39]([NH:38][C:36](=[O:37])[O:35][C:31]([CH3:33])([CH3:32])[CH3:34])[CH2:44][CH2:43]3)=[O:46])[CH2:19][C@H:18]2[C:23]2[CH:28]=[CH:27][CH:26]=[CH:25][CH:24]=2)[CH3:15])[CH:5]=[C:4]([C:3]([F:29])([F:2])[F:30])[CH:9]=1. (5) Given the reactants Br[C:2]1[CH:18]=[CH:17][C:5]([O:6][CH:7]2[CH2:16][CH2:15][C:10]3([CH2:14][CH2:13][CH2:12][CH2:11]3)[CH2:9][CH2:8]2)=[CH:4][CH:3]=1.[CH:19]([C:21]1[CH:22]=[C:23](B(O)O)[CH:24]=[CH:25][CH:26]=1)=[O:20].C([O-])([O-])=O.[Na+].[Na+], predict the reaction product. The product is: [CH2:14]1[C:10]2([CH2:15][CH2:16][CH:7]([O:6][C:5]3[CH:17]=[CH:18][C:2]([C:25]4[CH:24]=[CH:23][CH:22]=[C:21]([CH:19]=[O:20])[CH:26]=4)=[CH:3][CH:4]=3)[CH2:8][CH2:9]2)[CH2:11][CH2:12][CH2:13]1. (6) Given the reactants Cl[C:2]1[C:7]([CH2:8][CH2:9][OH:10])=[C:6]([Cl:11])[N:5]=[C:4]([N:12]2[CH2:17][CH2:16][O:15][CH2:14][C@@H:13]2[CH3:18])[N:3]=1.[C:19]([O:23][C:24]([N:26]1[CH2:29][CH:28]([NH2:30])[CH2:27]1)=[O:25])([CH3:22])([CH3:21])[CH3:20].CCN(C(C)C)C(C)C.O, predict the reaction product. The product is: [Cl:11][C:6]1[N:5]=[C:4]([N:12]2[CH2:17][CH2:16][O:15][CH2:14][C@@H:13]2[CH3:18])[N:3]=[C:2]([NH:30][CH:28]2[CH2:27][N:26]([C:24]([O:23][C:19]([CH3:22])([CH3:21])[CH3:20])=[O:25])[CH2:29]2)[C:7]=1[CH2:8][CH2:9][OH:10]. (7) The product is: [CH3:20][O:19][C:14]1[CH:15]=[CH:16][CH:17]=[CH:18][C:13]=1[C:12]1[N:6]2[C:7]([CH:8]=[N:9][C:4]([NH:21][C:22]3[CH:33]=[CH:32][C:25]4[N:26]([CH3:31])[C:27](=[O:30])[CH2:28][O:29][C:24]=4[CH:23]=3)=[N:5]2)=[CH:10][CH:11]=1. Given the reactants CS([C:4]1[N:9]=[CH:8][C:7]2=[CH:10][CH:11]=[C:12]([C:13]3[CH:18]=[CH:17][CH:16]=[CH:15][C:14]=3[O:19][CH3:20])[N:6]2[N:5]=1)=O.[NH2:21][C:22]1[CH:33]=[CH:32][C:25]2[N:26]([CH3:31])[C:27](=[O:30])[CH2:28][O:29][C:24]=2[CH:23]=1, predict the reaction product.